This data is from Forward reaction prediction with 1.9M reactions from USPTO patents (1976-2016). The task is: Predict the product of the given reaction. (1) The product is: [S:7]([O:19][CH2:20][CH:21]1[O:25][C:24](=[O:26])[NH:23][CH2:22]1)([C:4]1[CH:5]=[CH:6][C:1]([CH3:11])=[CH:2][CH:3]=1)(=[O:9])=[O:8]. Given the reactants [C:1]1([CH3:11])[CH:6]=[CH:5][C:4]([S:7](Cl)(=[O:9])=[O:8])=[CH:3][CH:2]=1.CCN(CC)CC.[OH:19][CH2:20][CH:21]1[O:25][C:24](=[O:26])[NH:23][CH2:22]1, predict the reaction product. (2) Given the reactants [C:1]([N:8]1[C:16]2[C:11](=[C:12]([N+:17]([O-])=O)[CH:13]=[CH:14][CH:15]=2)[CH:10]=[CH:9]1)([O:3][C:4]([CH3:7])([CH3:6])[CH3:5])=[O:2], predict the reaction product. The product is: [C:1]([N:8]1[C:16]2[C:11](=[C:12]([NH2:17])[CH:13]=[CH:14][CH:15]=2)[CH:10]=[CH:9]1)([O:3][C:4]([CH3:7])([CH3:6])[CH3:5])=[O:2]. (3) Given the reactants [Br:1][C:2]1[CH:3]=[CH:4][C:5]([OH:11])=[C:6]([C:8](=[O:10])[CH3:9])[CH:7]=1.[C:12]1([C:18](=O)[CH3:19])[CH:17]=[CH:16][CH:15]=[CH:14][CH:13]=1.N1CCCC1.O, predict the reaction product. The product is: [Br:1][C:2]1[CH:7]=[C:6]2[C:5](=[CH:4][CH:3]=1)[O:11][C:18]([CH3:19])([C:12]1[CH:17]=[CH:16][CH:15]=[CH:14][CH:13]=1)[CH2:9][C:8]2=[O:10].